Dataset: Reaction yield outcomes from USPTO patents with 853,638 reactions. Task: Predict the reaction yield, written as a fraction of the theoretical maximum amount of product (1.0 means a 100% yield; for example, 0.34 means a 34% yield). (1) The product is [CH:62]1([C@H:57]([NH:56][C:18]([C:17]2[CH:16]=[C:15]([CH3:21])[S:14][C:13]=2[NH:12][C:10]([NH:9][C:3]2[C:4]([Cl:8])=[CH:5][CH:6]=[CH:7][C:2]=2[Cl:1])=[O:11])=[O:20])[C:58]([O:60][CH3:61])=[O:59])[CH2:67][CH2:66][CH2:65][CH2:64][CH2:63]1. The yield is 0.590. The reactants are [Cl:1][C:2]1[CH:7]=[CH:6][CH:5]=[C:4]([Cl:8])[C:3]=1[NH:9][C:10]([NH:12][C:13]1[S:14][C:15]([CH3:21])=[CH:16][C:17]=1[C:18]([OH:20])=O)=[O:11].CN(C(ON1N=NC2C=CC=NC1=2)=[N+](C)C)C.F[P-](F)(F)(F)(F)F.CCN(C(C)C)C(C)C.Cl.[NH2:56][C@@H:57]([CH:62]1[CH2:67][CH2:66][CH2:65][CH2:64][CH2:63]1)[C:58]([O:60][CH3:61])=[O:59]. The catalyst is CN(C=O)C. (2) The reactants are [Cl:1][C:2]1[CH:9]=[C:8](I)[C:5]([C:6]#[N:7])=[CH:4][N:3]=1.[NH2:11][C:12]1[CH:22]=[CH:21][CH:20]=[CH:19][C:13]=1[C:14]([NH:16]OC)=[O:15].[O-]P([O-])([O-])=O.[K+].[K+].[K+].[CH:31]1C=CC(P(C2C(OC3C(P(C4C=CC=CC=4)C4C=CC=CC=4)=CC=CC=3)=CC=CC=2)C2C=CC=CC=2)=CC=1. The catalyst is O1CCOCC1.CC(O)=O.CC(O)=O.[Pd]. The product is [Cl:1][C:2]1[CH:9]=[C:8]([NH:11][C:12]2[CH:22]=[CH:21][CH:20]=[CH:19][C:13]=2[C:14]([NH:16][CH3:31])=[O:15])[C:5]([C:6]#[N:7])=[CH:4][N:3]=1. The yield is 0.590. (3) The reactants are [C:1]([O:6]CC)(=[O:5])C(C)=O.[CH2:9](O)[CH2:10]O.B(F)(F)F.[C:17]([OH:20])(=[O:19])[CH3:18]. The catalyst is ClCCl. The product is [CH3:18][C:17]1([C:1]([OH:6])=[O:5])[O:20][CH2:10][CH2:9][O:19]1. The yield is 0.380. (4) The catalyst is CO. The product is [NH2:35][C:34](=[O:36])[CH2:33][C:19]1[CH:18]=[CH:17][C:16]([NH:15][C:13]([C:10]2([C:8]3[CH:7]=[CH:6][C:5]4[O:1][CH2:2][O:3][C:4]=4[CH:9]=3)[CH2:11][CH2:12]2)=[O:14])=[CH:21][C:20]=1[C:22]1[CH:27]=[CH:26][C:25]([C:28]([N:30]([CH3:32])[CH3:31])=[O:29])=[CH:24][CH:23]=1. The yield is 0.230. The reactants are [O:1]1[C:5]2[CH:6]=[CH:7][C:8]([C:10]3([C:13]([NH:15][C:16]4[CH:17]=[CH:18][C:19]([CH2:33][C:34]#[N:35])=[C:20]([C:22]5[CH:27]=[CH:26][C:25]([C:28]([N:30]([CH3:32])[CH3:31])=[O:29])=[CH:24][CH:23]=5)[CH:21]=4)=[O:14])[CH2:12][CH2:11]3)=[CH:9][C:4]=2[O:3][CH2:2]1.[OH:36]O.[OH-].[Na+]. (5) The reactants are [NH2:1][C:2]1[CH:14]=[CH:13][C:5]([CH:6]=[CH:7][C:8]([O:10][CH2:11][CH3:12])=[O:9])=[CH:4][CH:3]=1.[N:15]1[CH:20]=[CH:19]C=CC=1.[OH-].[Na+].[C:23]([O-:26])(O)=O.[Na+].[CH2:28](Cl)Cl. The yield is 1.01. The product is [CH2:11]([O:10][C:8](=[O:9])/[CH:7]=[CH:6]/[C:5]1[CH:4]=[CH:3][C:2]([NH:1][C:23](=[O:26])[C:20]([NH2:15])([CH3:19])[CH3:28])=[CH:14][CH:13]=1)[CH3:12]. No catalyst specified. (6) The reactants are [OH:1][C@@:2]1([C:9]#[C:10][C:11]2[CH:12]=[C:13]([C:17]3[CH:18]=[C:19]([CH:24]=[C:25]([CH3:27])[CH:26]=3)[C:20]([O:22]C)=O)[CH:14]=[CH:15][CH:16]=2)[CH2:6][CH2:5][N:4]([CH3:7])[C:3]1=[O:8].[NH3:28]. No catalyst specified. The product is [OH:1][C@@:2]1([C:9]#[C:10][C:11]2[CH:12]=[C:13]([C:17]3[CH:18]=[C:19]([CH:24]=[C:25]([CH3:27])[CH:26]=3)[C:20]([NH2:28])=[O:22])[CH:14]=[CH:15][CH:16]=2)[CH2:6][CH2:5][N:4]([CH3:7])[C:3]1=[O:8]. The yield is 0.210.